Dataset: NCI-60 drug combinations with 297,098 pairs across 59 cell lines. Task: Regression. Given two drug SMILES strings and cell line genomic features, predict the synergy score measuring deviation from expected non-interaction effect. (1) Drug 1: CC1=C(C=C(C=C1)NC2=NC=CC(=N2)N(C)C3=CC4=NN(C(=C4C=C3)C)C)S(=O)(=O)N.Cl. Drug 2: CC1=C(C=C(C=C1)NC(=O)C2=CC=C(C=C2)CN3CCN(CC3)C)NC4=NC=CC(=N4)C5=CN=CC=C5. Cell line: OVCAR-8. Synergy scores: CSS=9.54, Synergy_ZIP=-0.0856, Synergy_Bliss=7.01, Synergy_Loewe=5.30, Synergy_HSA=5.51. (2) Cell line: NCI-H226. Drug 2: C1CCC(C(C1)N)N.C(=O)(C(=O)[O-])[O-].[Pt+4]. Synergy scores: CSS=10.8, Synergy_ZIP=-6.48, Synergy_Bliss=-5.79, Synergy_Loewe=-6.08, Synergy_HSA=-5.35. Drug 1: CC1C(C(CC(O1)OC2CC(CC3=C2C(=C4C(=C3O)C(=O)C5=C(C4=O)C(=CC=C5)OC)O)(C(=O)C)O)N)O.Cl. (3) Drug 1: CNC(=O)C1=NC=CC(=C1)OC2=CC=C(C=C2)NC(=O)NC3=CC(=C(C=C3)Cl)C(F)(F)F. Drug 2: C1CN(CCN1C(=O)CCBr)C(=O)CCBr. Cell line: MDA-MB-231. Synergy scores: CSS=44.7, Synergy_ZIP=-12.3, Synergy_Bliss=-12.0, Synergy_Loewe=-11.6, Synergy_HSA=-9.63. (4) Drug 1: CC12CCC3C(C1CCC2NC(=O)OCC(F)(F)F)CCC4C3(C=CC(=O)N4C)C. Drug 2: C1CC(CNC1)C2=CC=C(C=C2)N3C=C4C=CC=C(C4=N3)C(=O)N. Cell line: SK-OV-3. Synergy scores: CSS=-0.874, Synergy_ZIP=2.06, Synergy_Bliss=4.99, Synergy_Loewe=-2.04, Synergy_HSA=-1.06. (5) Drug 1: CC(C1=C(C=CC(=C1Cl)F)Cl)OC2=C(N=CC(=C2)C3=CN(N=C3)C4CCNCC4)N. Drug 2: CC1OCC2C(O1)C(C(C(O2)OC3C4COC(=O)C4C(C5=CC6=C(C=C35)OCO6)C7=CC(=C(C(=C7)OC)O)OC)O)O. Cell line: DU-145. Synergy scores: CSS=32.9, Synergy_ZIP=3.40, Synergy_Bliss=1.87, Synergy_Loewe=-4.83, Synergy_HSA=1.03.